From a dataset of Catalyst prediction with 721,799 reactions and 888 catalyst types from USPTO. Predict which catalyst facilitates the given reaction. (1) Reactant: C([C:4]1[C:13]([N+:14]([O-:16])=[O:15])=[CH:12][CH:11]=[CH:10][C:5]=1[C:6]([O:8][CH3:9])=[O:7])(O)=O.C1(P(N=[N+]=[N-])(C2C=CC=CC=2)=[O:24])C=CC=CC=1.C([N:36]([CH2:39]C)CC)C.[C:41]([OH:45])([CH3:44])([CH3:43])[CH3:42]. Product: [C:41]([O:45][C:39]([NH:36][C:4]1[C:13]([N+:14]([O-:16])=[O:15])=[CH:12][CH:11]=[CH:10][C:5]=1[C:6]([O:8][CH3:9])=[O:7])=[O:24])([CH3:44])([CH3:43])[CH3:42]. The catalyst class is: 3. (2) Reactant: [O:1]1[C:6]2[CH:7]=[CH:8][CH:9]=[CH:10][C:5]=2[N:4]([C:11](=[O:16])[C:12]([F:15])([F:14])[F:13])[CH2:3][CH2:2]1.[Br:17][C:18]1[CH:19]=[CH:20][C:21]([Cl:27])=[C:22]([CH:26]=1)[C:23](Cl)=[O:24].[Al+3].[Cl-].[Cl-].[Cl-]. Product: [Br:17][C:18]1[CH:19]=[CH:20][C:21]([Cl:27])=[C:22]([CH:26]=1)[C:23]([C:9]1[CH:8]=[CH:7][C:6]2[O:1][CH2:2][CH2:3][N:4]([C:11](=[O:16])[C:12]([F:15])([F:13])[F:14])[C:5]=2[CH:10]=1)=[O:24]. The catalyst class is: 4. (3) Reactant: [C:1]([C:5]1[CH:30]=[CH:29][C:8]([CH2:9][N:10]2[CH2:14][CH:13]([CH2:15][CH2:16][CH2:17][C:18]3[CH:23]=[CH:22][C:21]([O:24][CH3:25])=[C:20](I)[CH:19]=3)[N:12]([CH3:27])[C:11]2=[O:28])=[CH:7][CH:6]=1)([CH3:4])([CH3:3])[CH3:2].[CH3:31]B(O)O.C(=O)([O-])[O-].[Cs+].[Cs+]. Product: [C:1]([C:5]1[CH:30]=[CH:29][C:8]([CH2:9][N:10]2[CH2:14][CH:13]([CH2:15][CH2:16][CH2:17][C:18]3[CH:23]=[CH:22][C:21]([O:24][CH3:25])=[C:20]([CH3:31])[CH:19]=3)[N:12]([CH3:27])[C:11]2=[O:28])=[CH:7][CH:6]=1)([CH3:4])([CH3:3])[CH3:2]. The catalyst class is: 12. (4) Reactant: C1(C2C3C(=CC=CC=3)C=CC=2P(C2C=CC=CC=2)C2C=CC=CC=2)C2C(=CC=CC=2)C=CC=1P(C1C=CC=CC=1)C1C=CC=CC=1.Br[C:48]1[CH:49]=[C:50]([C:55]#[N:56])[C:51]([F:54])=[CH:52][CH:53]=1.[CH2:57]([O:59]C([Sn](CCCC)(CCCC)CCCC)=C)[CH3:58]. Product: [C:57]([C:48]1[CH:49]=[C:50]([C:55]#[N:56])[C:51]([F:54])=[CH:52][CH:53]=1)(=[O:59])[CH3:58]. The catalyst class is: 101.